This data is from Full USPTO retrosynthesis dataset with 1.9M reactions from patents (1976-2016). The task is: Predict the reactants needed to synthesize the given product. Given the product [C:1]([O:27][CH2:26][C:24]([C@@H:23]1[C@:28]2([CH3:30])[C@H:20]([C@H:19]3[C@H:10]([C@@H:9]([OH:8])[CH2:29]2)[C@:11]2([CH3:32])[C:16](=[CH:15][C:14](=[O:31])[CH2:13][CH2:12]2)[CH2:17][CH2:18]3)[CH2:21][CH2:22]1)=[CH2:25])(=[O:3])[CH3:2], predict the reactants needed to synthesize it. The reactants are: [C:1](OC(=O)C)(=[O:3])[CH3:2].[OH:8][C@H:9]1[CH2:29][C@@:28]2([CH3:30])[C@@H:20]([CH2:21][CH2:22][C@@H:23]2[C:24]([CH2:26][OH:27])=[CH2:25])[C@H:19]2[C@H:10]1[C@:11]1([CH3:32])[C:16]([CH2:17][CH2:18]2)=[CH:15][C:14](=[O:31])[CH2:13][CH2:12]1.